Task: Predict the reaction yield, written as a fraction of the theoretical maximum amount of product (1.0 means a 100% yield; for example, 0.34 means a 34% yield).. Dataset: Reaction yield outcomes from USPTO patents with 853,638 reactions (1) The reactants are C([O:8][C:9]1[N:14]=[C:13]([NH:15][CH2:16][CH:17]2[CH2:22][CH:21]([C:23]#[N:24])[CH2:20][CH2:19][O:18]2)[C:12]([F:25])=[CH:11][CH:10]=1)C1C=CC=CC=1.C([O-])=O.[NH4+]. The catalyst is CO.[Pd]. The product is [F:25][C:12]1[C:13]([NH:15][CH2:16][CH:17]2[CH2:22][CH:21]([C:23]#[N:24])[CH2:20][CH2:19][O:18]2)=[N:14][C:9]([OH:8])=[CH:10][CH:11]=1. The yield is 0.960. (2) The reactants are [NH2:1][CH:2]1[CH2:7][CH2:6][N:5]([CH2:8][CH:9]2[C:13]3=[C:14]([Cl:22])[CH:15]=[N:16][C:17]4[CH:18]=[CH:19][C:20](=[O:21])[N:11]([C:12]=43)[CH2:10]2)[CH2:4][CH2:3]1.[Cl:23][C:24]1[C:33]([CH:34]=O)=[N:32][C:31]2[NH:30][C:29](=[O:36])[CH2:28][O:27][C:26]=2[CH:25]=1. No catalyst specified. The product is [ClH:22].[Cl:22][C:14]1[CH:15]=[N:16][C:17]2[CH:18]=[CH:19][C:20](=[O:21])[N:11]3[CH2:10][CH:9]([CH2:8][N:5]4[CH2:6][CH2:7][CH:2]([NH:1][CH2:34][C:33]5[C:24]([Cl:23])=[CH:25][C:26]6[O:27][CH2:28][C:29](=[O:36])[NH:30][C:31]=6[N:32]=5)[CH2:3][CH2:4]4)[C:13]=1[C:12]=23. The yield is 0.840. (3) The reactants are [F:1][C:2]1[CH:10]=[CH:9][C:5]([C:6]([OH:8])=O)=[CH:4][C:3]=1[N+:11]([O-:13])=[O:12].[NH2:14][C:15]1[CH:20]=[C:19]([Cl:21])[CH:18]=[CH:17][C:16]=1O.CCN=C=NCCCN(C)C.CS(O)(=O)=O. The catalyst is O.C(Cl)(Cl)Cl. The product is [Cl:21][C:19]1[CH:18]=[CH:17][C:16]2[O:8][C:6]([C:5]3[CH:9]=[CH:10][C:2]([F:1])=[C:3]([N+:11]([O-:13])=[O:12])[CH:4]=3)=[N:14][C:15]=2[CH:20]=1. The yield is 0.780. (4) The reactants are [Si:1]([O:8][CH:9]([C:27]1([C:30]([O:32]CC)=O)[CH2:29][CH2:28]1)[CH:10]([N:12](CC1C=CC=CC=1)CC1C=CC=CC=1)[CH3:11])([C:4]([CH3:7])([CH3:6])[CH3:5])([CH3:3])[CH3:2]. The catalyst is CO.[OH-].[Pd+2].[OH-].[C]. The product is [Si:1]([O:8][CH:9]1[C:27]2([CH2:29][CH2:28]2)[C:30](=[O:32])[NH:12][CH:10]1[CH3:11])([C:4]([CH3:7])([CH3:6])[CH3:5])([CH3:3])[CH3:2]. The yield is 0.228. (5) The reactants are [Cl:1][C:2]1[N:7]=[C:6](Cl)[C:5]([Cl:9])=[CH:4][N:3]=1.[NH2:10][C:11]1[CH:20]=[CH:19][CH:18]=[CH:17][C:12]=1[C:13]([NH:15][CH3:16])=[O:14].CCN(C(C)C)C(C)C. The catalyst is C1COCC1. The product is [Cl:1][C:2]1[N:7]=[C:6]([NH:10][C:11]2[CH:20]=[CH:19][CH:18]=[CH:17][C:12]=2[C:13]([NH:15][CH3:16])=[O:14])[C:5]([Cl:9])=[CH:4][N:3]=1. The yield is 0.260. (6) The reactants are CS(O[CH2:6][CH2:7][CH2:8][C:9]1[CH:14]=[CH:13][C:12]([Br:15])=[C:11]([I:16])[CH:10]=1)(=O)=O.[C:17]([K])#[N:18].O. The catalyst is CS(C)=O. The product is [Br:15][C:12]1[CH:13]=[CH:14][C:9]([CH2:8][CH2:7][CH2:6][C:17]#[N:18])=[CH:10][C:11]=1[I:16]. The yield is 0.710. (7) The reactants are [Sn](Cl)Cl.[Br:4][C:5]1[CH:6]=[CH:7][C:8]([N+:13]([O-])=O)=[C:9]([CH:12]=1)[CH:10]=O.O=[C:17]([CH2:23][CH3:24])[C:18]([O:20][CH2:21][CH3:22])=[O:19]. The catalyst is C(OCC)C.C(O)C.[Cl-].[Zn+2].[Cl-]. The product is [Br:4][C:5]1[CH:12]=[C:9]2[C:8](=[CH:7][CH:6]=1)[N:13]=[C:17]([C:18]([O:20][CH2:21][CH3:22])=[O:19])[C:23]([CH3:24])=[CH:10]2. The yield is 0.180. (8) The reactants are C(OC(C)COC)(=O)C.[C:10]([O-:15])(=[O:14])[C:11]([CH3:13])=[CH2:12].[C:16]([O:21][CH2:22][CH2:23][OH:24])(=[O:20])[C:17]([CH3:19])=[CH2:18].[C:25]([O:29][C:30](=[O:33])[CH:31]=[CH2:32])([CH3:28])([CH3:27])[CH3:26].[C:34]([OH:38])(=[O:37])[CH:35]=[CH2:36].CC(N=NC(C#N)(C)C)(C#N)C. No catalyst specified. The product is [C:10]([O-:15])(=[O:14])[C:11]([CH3:13])=[CH2:12].[C:16]([O:21][CH2:22][CH2:23][OH:24])(=[O:20])[C:17]([CH3:19])=[CH2:18].[C:25]([O:29][C:30](=[O:33])[CH:31]=[CH2:32])([CH3:28])([CH3:27])[CH3:26].[C:34]([OH:38])(=[O:37])[CH:35]=[CH2:36]. The yield is 0.880. (9) The yield is 0.950. The product is [CH3:10][O:9][C:7]1[CH:6]=[C:5]([C:11]([OH:22])([CH3:23])[CH2:12][CH2:13][CH2:14][CH2:15][C:16]#[C:17][Si:18]([CH3:21])([CH3:20])[CH3:19])[CH:4]=[C:3]([O:2][CH3:1])[CH:8]=1. The catalyst is CCOCC. The reactants are [CH3:1][O:2][C:3]1[CH:4]=[C:5]([C:11](=[O:22])[CH2:12][CH2:13][CH2:14][CH2:15][C:16]#[C:17][Si:18]([CH3:21])([CH3:20])[CH3:19])[CH:6]=[C:7]([O:9][CH3:10])[CH:8]=1.[CH3:23][Mg]Br.[Cl-].[NH4+].